Dataset: Full USPTO retrosynthesis dataset with 1.9M reactions from patents (1976-2016). Task: Predict the reactants needed to synthesize the given product. Given the product [C:23]([OH:26])(=[O:25])[CH3:24].[NH2:1][C:2]1[C:7]([NH:8][C:9]([O:11][CH2:12][CH3:13])=[O:10])=[CH:6][CH:5]=[C:4]([NH:14][CH2:15][C:16]2[CH:17]=[CH:18][C:19]([F:22])=[CH:20][CH:21]=2)[N:3]=1, predict the reactants needed to synthesize it. The reactants are: [NH2:1][C:2]1[C:7]([NH:8][C:9]([O:11][CH2:12][CH3:13])=[O:10])=[CH:6][CH:5]=[C:4]([NH:14][CH2:15][C:16]2[CH:21]=[CH:20][C:19]([F:22])=[CH:18][CH:17]=2)[N:3]=1.[C:23]([OH:26])(=[O:25])[CH3:24].